Dataset: Reaction yield outcomes from USPTO patents with 853,638 reactions. Task: Predict the reaction yield, written as a fraction of the theoretical maximum amount of product (1.0 means a 100% yield; for example, 0.34 means a 34% yield). (1) The reactants are CC1C(C)=CC(C)=CC=1O.[Br:11][C:12]1[C:17]([CH3:18])=[CH:16][C:15]([OH:19])=[C:14]([CH3:20])[C:13]=1[CH3:21].Br[CH2:23][C:24]([C:26]1[CH:31]=[CH:30][C:29]([CH:32]([CH3:34])[CH3:33])=[CH:28][CH:27]=1)=[O:25]. The catalyst is C(OCC)(=O)C.CCCCCC. The product is [Br:11][C:12]1[C:17]([CH3:18])=[CH:16][C:15]([O:19][CH2:23][C:24]([C:26]2[CH:31]=[CH:30][C:29]([CH:32]([CH3:34])[CH3:33])=[CH:28][CH:27]=2)=[O:25])=[C:14]([CH3:20])[C:13]=1[CH3:21]. The yield is 0.510. (2) The reactants are [NH2:1][C:2]1[CH:3]=[C:4]([CH:7]=[C:8]([C:10]([F:13])([F:12])[F:11])[CH:9]=1)[C:5]#[N:6].Cl[C:15]1[CH:16]=[C:17]([N:26]([CH:36]([CH3:38])[CH3:37])CC2C=CC(OC)=CC=2)[C:18]2[N:19]([C:21]([C:24]#[N:25])=[CH:22][N:23]=2)[N:20]=1.C(=O)([O-])[O-].[Cs+].[Cs+].CC1(C)C2C(=C(P(C3C=CC=CC=3)C3C=CC=CC=3)C=CC=2)OC2C(P(C3C=CC=CC=3)C3C=CC=CC=3)=CC=CC1=2.C([SiH](CC)CC)C.C(O)(C(F)(F)F)=O. The catalyst is CC(N(C)C)=O.[Cu]I.C1C=CC(/C=C/C(/C=C/C2C=CC=CC=2)=O)=CC=1.C1C=CC(/C=C/C(/C=C/C2C=CC=CC=2)=O)=CC=1.C1C=CC(/C=C/C(/C=C/C2C=CC=CC=2)=O)=CC=1.[Pd].[Pd].CO. The product is [C:5]([C:4]1[CH:3]=[C:2]([NH:1][C:15]2[CH:16]=[C:17]([NH:26][CH:36]([CH3:38])[CH3:37])[C:18]3[N:19]([C:21]([C:24]#[N:25])=[CH:22][N:23]=3)[N:20]=2)[CH:9]=[C:8]([C:10]([F:11])([F:12])[F:13])[CH:7]=1)#[N:6]. The yield is 0.683. (3) The reactants are [CH3:1][N:2]1[C:7](=[O:8])[C:6]2[C:9]([C:30]3[CH:35]=[CH:34][CH:33]=[CH:32][CH:31]=3)=[C:10]([C:12]3[CH:17]=[CH:16][C:15]([C:18]4([NH:22]C(=O)OC(C)(C)C)[CH2:21][CH2:20][CH2:19]4)=[CH:14][CH:13]=3)[O:11][C:5]=2[N:4]=[C:3]1[N:36]1[CH2:40][CH2:39][CH2:38][CH2:37]1.Cl.CO.C([Cl:47])(=O)C. The catalyst is C(Cl)Cl.C(O)(C(F)(F)F)=O.O1CCOCC1.CO. The product is [ClH:47].[NH2:22][C:18]1([C:15]2[CH:14]=[CH:13][C:12]([C:10]3[O:11][C:5]4[N:4]=[C:3]([N:36]5[CH2:40][CH2:39][CH2:38][CH2:37]5)[N:2]([CH3:1])[C:7](=[O:8])[C:6]=4[C:9]=3[C:30]3[CH:35]=[CH:34][CH:33]=[CH:32][CH:31]=3)=[CH:17][CH:16]=2)[CH2:21][CH2:20][CH2:19]1. The yield is 0.270.